This data is from Full USPTO retrosynthesis dataset with 1.9M reactions from patents (1976-2016). The task is: Predict the reactants needed to synthesize the given product. (1) Given the product [Cl:11][C:10]1[C:2]([C:20]#[N:21])=[CH:3][C:4]([O:12][CH3:13])=[C:5]([CH:9]=1)[C:6]([OH:8])=[O:7], predict the reactants needed to synthesize it. The reactants are: N[C:2]1[C:10]([Cl:11])=[CH:9][C:5]([C:6]([OH:8])=[O:7])=[C:4]([O:12][CH3:13])[CH:3]=1.Cl.N([O-])=O.[Na+].[Cu](C#N)[C:20]#[N:21].[C-]#N.[Na+]. (2) Given the product [Cl:12][C:13]1[CH:18]=[C:17]([CH3:19])[CH:16]=[CH:15][N+:14]=1[O-:9], predict the reactants needed to synthesize it. The reactants are: ClC1C=CC=C(C(OO)=[O:9])C=1.[Cl:12][C:13]1[CH:18]=[C:17]([CH3:19])[CH:16]=[CH:15][N:14]=1. (3) Given the product [CH2:13]([N:12]([CH2:10][CH3:11])[CH2:15][CH2:16][CH2:17][C:18]1[CH:19]=[CH:20][C:21]([NH:24][C:1](=[O:8])[C:2]2[CH:7]=[CH:6][CH:5]=[CH:4][CH:3]=2)=[CH:22][CH:23]=1)[CH3:14], predict the reactants needed to synthesize it. The reactants are: [C:1](Cl)(=[O:8])[C:2]1[CH:7]=[CH:6][CH:5]=[CH:4][CH:3]=1.[CH2:10]([N:12]([CH2:15][CH2:16][CH2:17][C:18]1[CH:23]=[CH:22][C:21]([N+:24]([O-])=O)=[CH:20][CH:19]=1)[CH2:13][CH3:14])[CH3:11]. (4) The reactants are: CC(C)(C)C([O:5][C:6]1[C:11](=[O:12])[N:10]([CH3:13])[C:9]([C:14]2[S:15][CH:16]=[CH:17][C:18]=2[NH2:19])=[N:8][C:7]=1[C:20]([O:22]C)=[O:21])=O.[C:26](Cl)(=[O:33])[C:27]1[CH:32]=[CH:31][CH:30]=[CH:29][CH:28]=1. Given the product [C:26]([NH:19][C:18]1[CH:17]=[CH:16][S:15][C:14]=1[C:9]1[N:10]([CH3:13])[C:11](=[O:12])[C:6]([OH:5])=[C:7]([C:20]([OH:22])=[O:21])[N:8]=1)(=[O:33])[C:27]1[CH:32]=[CH:31][CH:30]=[CH:29][CH:28]=1, predict the reactants needed to synthesize it. (5) Given the product [CH:40]([NH:43][C:3](=[O:4])[C:2]([CH3:6])([C:7]1[CH:8]=[CH:9][C:10]2[NH:16][C:15]3[N:17]=[C:18]([C:21]([F:23])([F:22])[F:24])[CH:19]=[CH:20][C:14]=3[CH2:13][N:12]([S:25]([C:28]3[CH:29]=[CH:30][C:31]([O:34][C:35]([F:38])([F:36])[F:37])=[CH:32][CH:33]=3)(=[O:26])=[O:27])[C:11]=2[CH:39]=1)[CH3:1])([CH3:42])[CH3:41], predict the reactants needed to synthesize it. The reactants are: [CH3:1][C:2]([C:7]1[CH:8]=[CH:9][C:10]2[NH:16][C:15]3[N:17]=[C:18]([C:21]([F:24])([F:23])[F:22])[CH:19]=[CH:20][C:14]=3[CH2:13][N:12]([S:25]([C:28]3[CH:33]=[CH:32][C:31]([O:34][C:35]([F:38])([F:37])[F:36])=[CH:30][CH:29]=3)(=[O:27])=[O:26])[C:11]=2[CH:39]=1)([CH3:6])[C:3](O)=[O:4].[CH:40]([NH2:43])([CH3:42])[CH3:41]. (6) Given the product [ClH:19].[Cl:19][C:20]1[CH:39]=[CH:38][C:23]([NH:24][C:25]2[C:34]3[C:29](=[CH:30][C:31]([O:37][CH2:55][CH2:56][CH2:57][C:58]4[CH:63]=[CH:62][N:61]=[CH:60][CH:59]=4)=[C:32]([O:35][CH3:36])[CH:33]=3)[N:28]=[CH:27][N:26]=2)=[C:22]([F:40])[CH:21]=1, predict the reactants needed to synthesize it. The reactants are: N(C(N1CCCCC1)=O)=NC(N1CCCCC1)=O.[Cl:19][C:20]1[CH:39]=[CH:38][C:23]([NH:24][C:25]2[C:34]3[C:29](=[CH:30][C:31]([OH:37])=[C:32]([O:35][CH3:36])[CH:33]=3)[N:28]=[CH:27][N:26]=2)=[C:22]([F:40])[CH:21]=1.C(P(CCCC)CCCC)CCC.O[CH2:55][CH2:56][CH2:57][C:58]1[CH:63]=[CH:62][N:61]=[CH:60][CH:59]=1.C(O)(=O)C. (7) Given the product [CH:21]1([C:19]([N:16]2[CH2:17][CH2:18][C@@H:14]([CH2:13][N:12]3[C:11]4[CH:24]=[C:25]([C:28]([F:29])([F:30])[F:31])[CH:26]=[CH:27][C:10]=4[N:9]=[C:8]3[C:5]3[CH:6]=[CH:7][C:2]([C:38]4[CH:39]=[C:40]5[C:35]([CH:34]=[CH:33][NH:32]5)=[CH:36][CH:37]=4)=[CH:3][CH:4]=3)[CH2:15]2)=[O:20])[CH2:23][CH2:22]1, predict the reactants needed to synthesize it. The reactants are: Br[C:2]1[CH:7]=[CH:6][C:5]([C:8]2[N:12]([CH2:13][C@@H:14]3[CH2:18][CH2:17][N:16]([C:19]([CH:21]4[CH2:23][CH2:22]4)=[O:20])[CH2:15]3)[C:11]3[CH:24]=[C:25]([C:28]([F:31])([F:30])[F:29])[CH:26]=[CH:27][C:10]=3[N:9]=2)=[CH:4][CH:3]=1.[NH:32]1[C:40]2[C:35](=[CH:36][CH:37]=[C:38](B(O)O)[CH:39]=2)[CH:34]=[CH:33]1.C(=O)([O-])[O-].[K+].[K+].C(Cl)Cl.